Dataset: Full USPTO retrosynthesis dataset with 1.9M reactions from patents (1976-2016). Task: Predict the reactants needed to synthesize the given product. (1) Given the product [N:21]1([C:11]2[CH:10]=[C:9]([NH:8][C:4]3[N:3]=[C:2]([N:28]([C:29]4[CH:36]=[CH:35][CH:34]=[C:31]([O:32][CH3:33])[CH:30]=4)[CH3:27])[CH:7]=[CH:6][N:5]=3)[CH:14]=[C:13]([N:15]3[CH2:20][CH2:19][O:18][CH2:17][CH2:16]3)[CH:12]=2)[CH2:26][CH2:25][O:24][CH2:23][CH2:22]1, predict the reactants needed to synthesize it. The reactants are: Cl[C:2]1[CH:7]=[CH:6][N:5]=[C:4]([NH:8][C:9]2[CH:14]=[C:13]([N:15]3[CH2:20][CH2:19][O:18][CH2:17][CH2:16]3)[CH:12]=[C:11]([N:21]3[CH2:26][CH2:25][O:24][CH2:23][CH2:22]3)[CH:10]=2)[N:3]=1.[CH3:27][NH:28][C:29]1[CH:30]=[C:31]([CH:34]=[CH:35][CH:36]=1)[O:32][CH3:33].Cl. (2) Given the product [CH2:54]([O:56][CH2:57][CH:58]([O:53][CH2:24][CH2:23][CH2:22][CH2:21][CH2:28][CH2:29][CH2:30][CH2:31][CH2:32][CH3:33])[CH2:1][O:20][C:21]([C:28]1[CH:33]=[CH:32][CH:31]=[CH:30][CH:29]=1)([C:34]1[CH:35]=[CH:36][CH:37]=[CH:38][CH:39]=1)[C:22]1[CH:23]=[CH:24][CH:25]=[CH:26][CH:27]=1)[CH2:55][CH2:43][CH2:44][CH2:45][CH2:46][CH2:47][CH2:48][CH2:49][CH2:50][CH2:51][CH3:52], predict the reactants needed to synthesize it. The reactants are: [C:1]([O:20][C:21]([C:34]1[CH:39]=[CH:38][CH:37]=[CH:36][CH:35]=1)([C:28]1[CH:33]=[CH:32][CH:31]=[CH:30][CH:29]=1)[C:22]1[CH:27]=[CH:26][CH:25]=[CH:24][CH:23]=1)(C1C=CC=CC=1)(C1C=CC=CC=1)C1C=CC=CC=1.[H-].[Na+].Br[CH2:43][CH2:44][CH2:45][CH2:46][CH2:47][CH2:48][CH2:49][CH2:50][CH2:51][CH3:52].[OH2:53].[CH2:54]([O:56][CH2:57][CH3:58])[CH3:55]. (3) Given the product [F:16][C:10]1[CH:9]=[C:8]([C:5]2[N:4]=[N:3][C:2]([O:23][C:17]3[CH:22]=[CH:21][CH:20]=[CH:19][CH:18]=3)=[CH:7][CH:6]=2)[CH:13]=[CH:12][C:11]=1[O:14][CH3:15], predict the reactants needed to synthesize it. The reactants are: Cl[C:2]1[N:3]=[N:4][C:5]([C:8]2[CH:13]=[CH:12][C:11]([O:14][CH3:15])=[C:10]([F:16])[CH:9]=2)=[CH:6][CH:7]=1.[C:17]1([OH:23])[CH:22]=[CH:21][CH:20]=[CH:19][CH:18]=1.C([O-])([O-])=O.[Cs+].[Cs+]. (4) Given the product [Cl:1][C:2]1[CH:3]=[CH:4][C:5]([C:28]([F:31])([F:29])[F:30])=[C:6]([CH:27]=1)[CH2:7][N:8]1[CH2:13][CH2:12][NH:11][C:10]2[N:14]=[CH:15][C:16]([C:18]3[CH:19]=[C:20]([CH:24]=[CH:25][CH:26]=3)[C:21]([NH:32][CH:33]3[C:41]4[C:36](=[CH:37][CH:38]=[CH:39][CH:40]=4)[CH2:35][CH2:34]3)=[O:22])=[CH:17][C:9]1=2, predict the reactants needed to synthesize it. The reactants are: [Cl:1][C:2]1[CH:3]=[CH:4][C:5]([C:28]([F:31])([F:30])[F:29])=[C:6]([CH:27]=1)[CH2:7][N:8]1[CH2:13][CH2:12][NH:11][C:10]2[N:14]=[CH:15][C:16]([C:18]3[CH:19]=[C:20]([CH:24]=[CH:25][CH:26]=3)[C:21](O)=[O:22])=[CH:17][C:9]1=2.[NH2:32][CH:33]1[C:41]2[C:36](=[CH:37][CH:38]=[CH:39][CH:40]=2)[CH2:35][CH2:34]1. (5) Given the product [Br:13][C:14]1[C:19]([CH2:20][CH:21]([C:22]2[CH:27]=[CH:26][CH:25]=[CH:24][CH:23]=2)[OH:28])=[CH:18][CH:17]=[CH:16][N:15]=1, predict the reactants needed to synthesize it. The reactants are: C([Li])CCC.C(NC(C)C)(C)C.[Br:13][C:14]1[C:19]([CH3:20])=[CH:18][CH:17]=[CH:16][N:15]=1.[CH:21](=[O:28])[C:22]1[CH:27]=[CH:26][CH:25]=[CH:24][CH:23]=1. (6) Given the product [CH3:36][O:37][C:38](=[O:62])[C@@H:39]([NH:61][S:72]([C:69]1[CH:68]=[CH:67][C:66]([N+:63]([O-:65])=[O:64])=[CH:71][CH:70]=1)(=[O:73])=[O:74])[CH2:40][C:41]1[CH:60]=[CH:59][C:44]2[O:45][C@@H:46]([C:49]3[CH:50]=[CH:51][C:52]([O:55][C:56](=[O:58])[CH3:57])=[CH:53][CH:54]=3)[CH2:47][O:48][C:43]=2[CH:42]=1, predict the reactants needed to synthesize it. The reactants are: COC(=O)[C@@H](NC(OC(C)(C)C)=O)CC1C=CC2O[C@@H](C3C=CC(OC(=O)C)=CC=3)COC=2C=1.Cl.[CH3:36][O:37][C:38](=[O:62])[C@@H:39]([NH2:61])[CH2:40][C:41]1[CH:60]=[CH:59][C:44]2[O:45][C@@H:46]([C:49]3[CH:54]=[CH:53][C:52]([O:55][C:56](=[O:58])[CH3:57])=[CH:51][CH:50]=3)[CH2:47][O:48][C:43]=2[CH:42]=1.[N+:63]([C:66]1[CH:71]=[CH:70][C:69]([S:72](Cl)(=[O:74])=[O:73])=[CH:68][CH:67]=1)([O-:65])=[O:64]. (7) Given the product [Cl:30][C:26]1[N:25]=[C:24]([C:4]2[S:3][C:2]([C:35]3[CH:36]=[CH:37][C:32]([OH:31])=[CH:33][CH:34]=3)=[N:6][C:5]=2[C:7]2[CH:8]=[C:9]([NH:13][C:14](=[O:23])[C:15]3[CH:20]=[C:19]([F:21])[CH:18]=[CH:17][C:16]=3[F:22])[CH:10]=[CH:11][CH:12]=2)[CH:29]=[CH:28][N:27]=1, predict the reactants needed to synthesize it. The reactants are: Br[C:2]1[S:3][C:4]([C:24]2[CH:29]=[CH:28][N:27]=[C:26]([Cl:30])[N:25]=2)=[C:5]([C:7]2[CH:8]=[C:9]([NH:13][C:14](=[O:23])[C:15]3[CH:20]=[C:19]([F:21])[CH:18]=[CH:17][C:16]=3[F:22])[CH:10]=[CH:11][CH:12]=2)[N:6]=1.[OH:31][C:32]1[CH:37]=[CH:36][C:35](B(O)O)=[CH:34][CH:33]=1.P([O-])([O-])([O-])=O.[K+].[K+].[K+].